Dataset: Full USPTO retrosynthesis dataset with 1.9M reactions from patents (1976-2016). Task: Predict the reactants needed to synthesize the given product. (1) Given the product [CH:18]1([NH:25][CH:14]2[CH2:15][CH2:16][CH:11]([NH:10][C:6]3[CH:5]=[C:4]4[C:9](=[CH:8][CH:7]=3)[NH:1][N:2]=[CH:3]4)[CH2:12][CH2:13]2)[CH2:24][CH2:23][CH2:22][CH2:21][CH2:20][CH2:19]1, predict the reactants needed to synthesize it. The reactants are: [NH:1]1[C:9]2[C:4](=[CH:5][C:6]([NH:10][CH:11]3[CH2:16][CH2:15][C:14](=O)[CH2:13][CH2:12]3)=[CH:7][CH:8]=2)[CH:3]=[N:2]1.[CH:18]1([NH2:25])[CH2:24][CH2:23][CH2:22][CH2:21][CH2:20][CH2:19]1.C(O[BH-](OC(=O)C)OC(=O)C)(=O)C.[Na+].Cl.CO. (2) The reactants are: [F:1][C:2]([F:38])([F:37])[C:3]1[CH:4]=[C:5]([CH:30]=[C:31]([C:33]([F:36])([F:35])[F:34])[CH:32]=1)[CH2:6][NH:7][CH2:8][C:9]1[CH:14]=[C:13]([C:15]([F:18])([F:17])[F:16])[CH:12]=[CH:11][C:10]=1[C:19]1[CH:24]=[C:23]([CH:25]([CH3:27])[CH3:26])[CH:22]=[CH:21][C:20]=1[O:28][CH3:29].[N:39]#[C:40]Br.C(=O)(O)[O-].[Na+]. Given the product [F:1][C:2]([F:37])([F:38])[C:3]1[CH:4]=[C:5]([CH:30]=[C:31]([C:33]([F:36])([F:34])[F:35])[CH:32]=1)[CH2:6][N:7]([CH2:8][C:9]1[CH:14]=[C:13]([C:15]([F:18])([F:17])[F:16])[CH:12]=[CH:11][C:10]=1[C:19]1[CH:24]=[C:23]([CH:25]([CH3:26])[CH3:27])[CH:22]=[CH:21][C:20]=1[O:28][CH3:29])[C:40]#[N:39], predict the reactants needed to synthesize it. (3) Given the product [Cl:16][C:17]1[CH:18]=[CH:19][C:20]([N:23]2[CH:27]=[CH:26][C:25]([O:28][CH:4]3[C:5]4[C:10](=[CH:9][CH:8]=[C:7]([C:12]#[N:13])[CH:6]=4)[O:11][C:2]([CH3:1])([CH3:15])[CH:3]3[OH:14])=[N:24]2)=[CH:21][CH:22]=1, predict the reactants needed to synthesize it. The reactants are: [CH3:1][C:2]1([CH3:15])[O:11][C:10]2[C:5](=[CH:6][C:7]([C:12]#[N:13])=[CH:8][CH:9]=2)[CH:4]2[O:14][CH:3]12.[Cl:16][C:17]1[CH:22]=[CH:21][C:20]([N:23]2[CH:27]=[CH:26][C:25](=[O:28])[NH:24]2)=[CH:19][CH:18]=1. (4) Given the product [CH:23]1[C:18]2[Se:24][C:25]3[C:26]4[CH:34]=[CH:33][CH:32]=[CH:31][C:27]=4[S:28][C:29]=3[C:19]=2[CH:20]=[CH:21][CH:22]=1, predict the reactants needed to synthesize it. The reactants are: C1(SC2C3C=CC=CC=3SC=2I)C=CC=CC=1.[C:18]1([Se:24][C:25]2[C:26]3[CH:34]=[CH:33][CH:32]=[CH:31][C:27]=3[S:28][C:29]=2I)[CH:23]=[CH:22][CH:21]=[CH:20][CH:19]=1. (5) Given the product [CH3:34][N:32]([CH3:33])[C:30]([C:7]1[CH:6]=[C:5]2[CH:29]=[C:9]([CH:8]=1)[C:10](=[O:11])[NH:12][C@H:13]([C@H:14]([OH:17])[CH2:15][Cl:16])[CH2:18][C:19]1[CH:20]=[C:21]([CH:22]=[CH:23][CH:24]=1)[O:25][CH2:26][CH:27]=[CH:2][CH2:1][O:4]2)=[O:31], predict the reactants needed to synthesize it. The reactants are: [CH2:1]([O:4][C:5]1[CH:6]=[C:7]([C:30]([N:32]([CH3:34])[CH3:33])=[O:31])[CH:8]=[C:9]([CH:29]=1)[C:10]([NH:12][C@@H:13]([CH2:18][C:19]1[CH:24]=[CH:23][CH:22]=[C:21]([O:25][CH2:26][CH:27]=C)[CH:20]=1)[C@H:14]([OH:17])[CH2:15][Cl:16])=[O:11])[CH:2]=C.C(OC=C)CCC. (6) The reactants are: [Cl:1][C:2]1[CH:3]=[C:4]([SH:8])[CH:5]=[CH:6][CH:7]=1.C([O-])([O-])=O.[K+].[K+].Cl[CH2:16][C:17]1[CH:22]=[C:21]([OH:23])[N:20]2[N:24]=[C:25]([CH3:27])[CH:26]=[C:19]2[N:18]=1.O. Given the product [Cl:1][C:2]1[CH:3]=[C:4]([S:8][CH2:16][C:17]2[CH:22]=[C:21]([OH:23])[N:20]3[N:24]=[C:25]([CH3:27])[CH:26]=[C:19]3[N:18]=2)[CH:5]=[CH:6][CH:7]=1, predict the reactants needed to synthesize it. (7) The reactants are: [OH:1][C:2]1[CH:3]=[C:4]([CH:7]=[CH:8][CH:9]=1)[C:5]#[N:6].C([O-])([O-])=O.[K+].[K+].Cl[C:17]1[CH:22]=[CH:21][C:20]([N+:23]([O-:25])=[O:24])=[C:19]([CH:26]([O:29][CH3:30])[O:27][CH3:28])[CH:18]=1. Given the product [CH3:30][O:29][CH:26]([O:27][CH3:28])[C:19]1[CH:18]=[C:17]([CH:22]=[CH:21][C:20]=1[N+:23]([O-:25])=[O:24])[O:1][C:2]1[CH:3]=[C:4]([CH:7]=[CH:8][CH:9]=1)[C:5]#[N:6], predict the reactants needed to synthesize it.